This data is from Full USPTO retrosynthesis dataset with 1.9M reactions from patents (1976-2016). The task is: Predict the reactants needed to synthesize the given product. (1) Given the product [Cl:19][C:17]1[CH:16]=[N:15][C:5]2=[N:6][C:7]([N:8]3[CH2:13][CH2:12][N:11]([CH3:14])[CH2:10][CH2:9]3)=[C:2]([NH:25][CH2:24][CH:23]([O:26][CH2:27][CH3:28])[O:22][CH2:20][CH3:21])[N:3]=[C:4]2[CH:18]=1, predict the reactants needed to synthesize it. The reactants are: Cl[C:2]1[N:3]=[C:4]2[CH:18]=[C:17]([Cl:19])[CH:16]=[N:15][C:5]2=[N:6][C:7]=1[N:8]1[CH2:13][CH2:12][N:11]([CH3:14])[CH2:10][CH2:9]1.[CH2:20]([O:22][CH:23]([O:26][CH2:27][CH3:28])[CH2:24][NH2:25])[CH3:21]. (2) Given the product [OH:1][NH:2][C:3]([C:5]1[CH:30]=[CH:29][C:8]2[NH:9][C:10]([C:12]3[CH:13]=[C:14]([C:19]4[CH:20]=[CH:21][C:22]([C:25](=[NH:28])[NH:26][OH:27])=[CH:23][CH:24]=4)[CH:15]=[C:16]([O:45][CH3:43])[C:17]=3[OH:18])=[N:11][C:7]=2[CH:6]=1)=[NH:4], predict the reactants needed to synthesize it. The reactants are: [OH:1][NH:2][C:3]([C:5]1[CH:30]=[CH:29][C:8]2[NH:9][C:10]([C:12]3[CH:13]=[C:14]([C:19]4[CH:24]=[CH:23][C:22]([C:25](=[NH:28])[NH:26][OH:27])=[CH:21][CH:20]=4)[CH:15]=[CH:16][C:17]=3[OH:18])=[N:11][C:7]=2[CH:6]=1)=[NH:4].C(C1C=CC(C2C=[C:43]([O:45]C)C(O)=C(C3NC4C=CC(C#N)=CC=4N=3)C=2)=CC=1)#N. (3) Given the product [CH2:1]([O:8][C:9]1[CH:14]=[CH:13][N:12]=[C:11]([C:15]([NH:12][C:11]2[CH:10]=[CH:9][C:14]([C:31]#[N:29])=[CH:13][C:20]=2[C:19]([OH:23])=[O:25])=[O:17])[CH:10]=1)[C:2]1[CH:3]=[CH:4][CH:5]=[CH:6][CH:7]=1, predict the reactants needed to synthesize it. The reactants are: [CH2:1]([O:8][C:9]1[CH:14]=[CH:13][N:12]=[C:11]([C:15]([O-:17])=O)[CH:10]=1)[C:2]1[CH:7]=[CH:6][CH:5]=[CH:4][CH:3]=1.[Na+].[C:19](Cl)(=[O:23])[C:20](Cl)=O.[OH-:25].[Na+].Cl.C[N:29]([CH:31]=O)C. (4) Given the product [C:9](/[C:8](=[C:11]1/[NH:12][C:13]2[CH:21]=[CH:20][CH:19]=[CH:18][C:14]=2[N:15]/1[CH2:16][CH3:17])/[C:6]1[C:5]([CH3:22])=[CH:4][N:3]=[C:2]([NH:1][C:36]([C@@H:31]2[CH2:32][CH2:33][C:34](=[O:35])[N:30]2[C:23]([O:25][C:26]([CH3:29])([CH3:28])[CH3:27])=[O:24])=[O:37])[N:7]=1)#[N:10], predict the reactants needed to synthesize it. The reactants are: [NH2:1][C:2]1[N:7]=[C:6](/[C:8](=[C:11]2\[NH:12][C:13]3[CH:21]=[CH:20][CH:19]=[CH:18][C:14]=3[N:15]\2[CH2:16][CH3:17])/[C:9]#[N:10])[C:5]([CH3:22])=[CH:4][N:3]=1.[C:23]([N:30]1[C:34](=[O:35])[CH2:33][CH2:32][C@H:31]1[C:36](O)=[O:37])([O:25][C:26]([CH3:29])([CH3:28])[CH3:27])=[O:24]. (5) Given the product [CH3:6][O:7][S:8]([O-:11])(=[O:10])=[O:9].[CH3:1][N:2]([CH3:5])[CH:3]=[N+:14]([CH3:15])[CH3:13], predict the reactants needed to synthesize it. The reactants are: [CH3:1][N:2]([CH3:5])[CH:3]=O.[CH3:6][O:7][S:8]([O:11]C)(=[O:10])=[O:9].[CH3:13][NH:14][CH3:15]. (6) Given the product [F:46][C:47]1[C:48]([C:59]([N:40]2[CH2:39][C@H:38]([CH2:41][CH:42]([CH3:44])[CH3:43])[NH:37][C:36](=[O:45])[C@@H:35]2[CH2:31][CH:32]([CH3:34])[CH3:33])=[O:60])=[N:49][O:50][C:51]=1[C:52]1[CH:53]=[CH:54][C:55]([F:58])=[CH:56][CH:57]=1, predict the reactants needed to synthesize it. The reactants are: C([C@@H]1N(C(=O)C2C=CC(OC3C=CC=CC=3)=CC=2)C[C@H](CC(C)C)NC1=O)C(C)C.[CH2:31]([C@@H:35]1[NH:40][CH2:39][C@H:38]([CH2:41][CH:42]([CH3:44])[CH3:43])[NH:37][C:36]1=[O:45])[CH:32]([CH3:34])[CH3:33].[F:46][C:47]1[C:48]([C:59](O)=[O:60])=[N:49][O:50][C:51]=1[C:52]1[CH:57]=[CH:56][C:55]([F:58])=[CH:54][CH:53]=1. (7) Given the product [NH2:27][C:28]1[NH:8][C:7]2[CH:6]=[CH:5][C:4]([C:9]3([OH:26])[C:17]4[C:12](=[CH:13][CH:14]=[CH:15][CH:16]=4)[C:11](=[O:18])[N:10]3[CH2:19][C:20]3[CH:21]=[CH:22][CH:23]=[CH:24][CH:25]=3)=[CH:3][C:2]=2[N:1]=1, predict the reactants needed to synthesize it. The reactants are: [NH2:1][C:2]1[CH:3]=[C:4]([C:9]2([OH:26])[C:17]3[C:12](=[CH:13][CH:14]=[CH:15][CH:16]=3)[C:11](=[O:18])[N:10]2[CH2:19][C:20]2[CH:25]=[CH:24][CH:23]=[CH:22][CH:21]=2)[CH:5]=[CH:6][C:7]=1[NH2:8].[N:27]#[C:28]Br.